This data is from Reaction yield outcomes from USPTO patents with 853,638 reactions. The task is: Predict the reaction yield, written as a fraction of the theoretical maximum amount of product (1.0 means a 100% yield; for example, 0.34 means a 34% yield). (1) The reactants are [NH:1]([C:3]1[C:8]([CH3:9])=[CH:7][C:6]([N+:10]([O-:12])=[O:11])=[CH:5][N:4]=1)[NH2:2].[CH3:13][C:14](OC(C)=O)=[O:15]. The catalyst is O1CCOCC1. The product is [CH3:9][C:8]1[C:3]([NH:1][NH:2][C:14](=[O:15])[CH3:13])=[N:4][CH:5]=[C:6]([N+:10]([O-:12])=[O:11])[CH:7]=1. The yield is 0.995. (2) The reactants are [NH2:1][C:2]1[C:7]([F:8])=[C:6](F)[N:5]=[C:4]([C:10]([O:12][CH:13]([CH3:15])[CH3:14])=[O:11])[CH:3]=1.C([O-])(O)=O.[Na+].[ClH:21]. The catalyst is CCOC(C)=O. The product is [NH2:1][C:2]1[C:7]([F:8])=[C:6]([Cl:21])[N:5]=[C:4]([C:10]([O:12][CH:13]([CH3:15])[CH3:14])=[O:11])[CH:3]=1. The yield is 0.460. (3) The reactants are [OH:1][CH2:2][C:3]1[NH:4][CH:5]=[C:6]([O:10][CH2:11][C:12]2[CH:17]=[CH:16][C:15]([O:18][CH3:19])=[CH:14][CH:13]=2)[C:7](=[O:9])[CH:8]=1.[CH3:20][O:21][C:22]1[CH:29]=[CH:28][C:25]([CH2:26]Cl)=[CH:24][CH:23]=1.C(=O)([O-])[O-].[K+].[K+].Cl. The catalyst is CN(C=O)C.O. The product is [CH3:20][O:21][C:22]1[CH:29]=[CH:28][C:25]([CH2:26][O:9][C:7]2[C:6]([O:10][CH2:11][C:12]3[CH:13]=[CH:14][C:15]([O:18][CH3:19])=[CH:16][CH:17]=3)=[CH:5][N:4]=[C:3]([CH2:2][OH:1])[CH:8]=2)=[CH:24][CH:23]=1. The yield is 0.520. (4) The reactants are COC[N:4]([C:13]1[CH:14]=[CH:15][CH:16]=[C:17]2[C:21]=1[N:20](COC)[C:19]([C:25]1[N:29]([CH3:30])[N:28]=[CH:27][N:26]=1)=[CH:18]2)[S:5]([C:8]1[S:9][CH:10]=[CH:11][CH:12]=1)(=[O:7])=[O:6].Cl.C(=O)(O)[O-].[Na+]. The catalyst is CO. The product is [CH3:30][N:29]1[C:25]([C:19]2[NH:20][C:21]3[C:17]([CH:18]=2)=[CH:16][CH:15]=[CH:14][C:13]=3[NH:4][S:5]([C:8]2[S:9][CH:10]=[CH:11][CH:12]=2)(=[O:6])=[O:7])=[N:26][CH:27]=[N:28]1. The yield is 0.200.